From a dataset of Reaction yield outcomes from USPTO patents with 853,638 reactions. Predict the reaction yield, written as a fraction of the theoretical maximum amount of product (1.0 means a 100% yield; for example, 0.34 means a 34% yield). (1) The reactants are [Cl:1][C:2]1[N:7]=[C:6](Cl)[C:5]([I:9])=[CH:4][N:3]=1.[NH2:10][C@H:11]([CH3:14])[CH2:12][OH:13]. No catalyst specified. The product is [Cl:1][C:2]1[N:7]=[C:6]([NH:10][C@H:11]([CH3:14])[CH2:12][OH:13])[C:5]([I:9])=[CH:4][N:3]=1. The yield is 0.880. (2) The reactants are [NH2:1][C:2]1[CH:10]=[CH:9][CH:8]=[CH:7][C:3]=1[C:4]([NH2:6])=[O:5].[CH3:11][C:12]1[CH:13]=[C:14]([CH:17]=[C:18]([CH3:29])[C:19]=1[O:20][CH2:21][CH2:22][N:23]1[CH2:28][CH2:27][O:26][CH2:25][CH2:24]1)[CH:15]=O.S([O-])(O)=O.[Na+].C1(C)C=CC(S(O)(=O)=O)=CC=1. The catalyst is CN(C)C(=O)C.O. The product is [CH3:29][C:18]1[CH:17]=[C:14]([C:15]2[NH:6][C:4](=[O:5])[C:3]3[C:2](=[CH:10][CH:9]=[CH:8][CH:7]=3)[N:1]=2)[CH:13]=[C:12]([CH3:11])[C:19]=1[O:20][CH2:21][CH2:22][N:23]1[CH2:28][CH2:27][O:26][CH2:25][CH2:24]1. The yield is 0.500.